Dataset: Forward reaction prediction with 1.9M reactions from USPTO patents (1976-2016). Task: Predict the product of the given reaction. The product is: [F:23][C:22]([F:25])([F:24])[CH2:21][NH:20][C:18]([NH:17][C:13]1[CH:12]=[C:11]([C:8]2[N:5]3[N:6]=[CH:7][C:2]([C:34]4[CH:35]=[N:36][N:37]([CH:39]([CH3:45])[C:40]([OH:42])=[O:41])[CH:38]=4)=[CH:3][C:4]3=[N:10][CH:9]=2)[CH:16]=[CH:15][CH:14]=1)=[O:19]. Given the reactants Cl[C:2]1[CH:7]=[N:6][N:5]2[C:8]([C:11]3[CH:12]=[C:13]([NH:17][C:18]([NH:20][CH2:21][C:22]([F:25])([F:24])[F:23])=[O:19])[CH:14]=[CH:15][CH:16]=3)=[CH:9][N:10]=[C:4]2[CH:3]=1.CC1(C)C(C)(C)OB([C:34]2[CH:35]=[N:36][N:37]([CH:39]([CH3:45])[C:40]([O:42]CC)=[O:41])[CH:38]=2)O1.[O-]P([O-])([O-])=O.[K+].[K+].[K+], predict the reaction product.